Dataset: Forward reaction prediction with 1.9M reactions from USPTO patents (1976-2016). Task: Predict the product of the given reaction. (1) Given the reactants [Br:1][C:2]1[CH:7]=[C:6]([N+:8]([O-])=O)[C:5]([O:11][CH2:12][C:13]([O:15]C)=O)=[CH:4][N+:3]=1[O-].C(O)(=O)C, predict the reaction product. The product is: [Br:1][C:2]1[N:3]=[CH:4][C:5]2[O:11][CH2:12][C:13](=[O:15])[NH:8][C:6]=2[CH:7]=1. (2) Given the reactants C([O:4][C:5]1[CH:6]=[C:7]([CH:23]=[CH:24][CH:25]=1)[C:8]1[CH2:9][O:10][C:11]2[C:16]([CH:17]=1)=[CH:15][CH:14]=[C:13]([O:18]C(=O)C)[C:12]=2[CH3:22])(=O)C.N1C=CN=C1.CC1C(O)=CC=C2C=1OCC(C1C=CC(O)=CC=1)=C2, predict the reaction product. The product is: [CH3:22][C:12]1[C:13]([OH:18])=[CH:14][CH:15]=[C:16]2[C:11]=1[O:10][CH2:9][C:8]([C:7]1[CH:23]=[CH:24][CH:25]=[C:5]([OH:4])[CH:6]=1)=[CH:17]2. (3) Given the reactants [C:1]([C:4]1[S:8][C:7]([C:9]([OH:11])=O)=[CH:6][CH:5]=1)(=[O:3])[CH3:2].C1C=CC2N(O)N=NC=2C=1.CCN=C=NCCCN(C)C.Cl.[CH3:34][N:35]([CH3:39])[CH2:36][CH2:37][NH2:38], predict the reaction product. The product is: [C:1]([C:4]1[S:8][C:7]([C:9]([NH:38][CH2:37][CH2:36][N:35]([CH3:39])[CH3:34])=[O:11])=[CH:6][CH:5]=1)(=[O:3])[CH3:2].